This data is from Forward reaction prediction with 1.9M reactions from USPTO patents (1976-2016). The task is: Predict the product of the given reaction. (1) Given the reactants [N:1]1[C:5]2[CH:6]=[CH:7][C:8]([NH2:10])=[CH:9][C:4]=2[NH:3][CH:2]=1.[Cl:11][C:12]1[CH:19]=[CH:18][C:17]([Cl:20])=[CH:16][C:13]=1[CH2:14]Br.C([O-])([O-])=O.[K+].[K+], predict the reaction product. The product is: [Cl:11][C:12]1[CH:19]=[CH:18][C:17]([Cl:20])=[CH:16][C:13]=1[CH2:14][NH:10][C:8]1[CH:7]=[CH:6][C:5]2[NH:1][CH:2]=[N:3][C:4]=2[CH:9]=1. (2) Given the reactants [O:1]=[C:2]1[N:7]([CH2:8][C:9]2[CH:14]=[CH:13][CH:12]=[CH:11][CH:10]=2)[C@@H:6]([C:15]([OH:17])=O)[CH2:5][O:4][CH2:3]1.ON1C2C=CC=CC=2N=N1.CN1CCOCC1.[CH2:35]([NH2:42])[C:36]1[CH:41]=[CH:40][CH:39]=[CH:38][CH:37]=1.C(Cl)CCl, predict the reaction product. The product is: [O:1]=[C:2]1[N:7]([CH2:8][C:9]2[CH:10]=[CH:11][CH:12]=[CH:13][CH:14]=2)[C@@H:6]([C:15]([NH:42][CH2:35][C:36]2[CH:41]=[CH:40][CH:39]=[CH:38][CH:37]=2)=[O:17])[CH2:5][O:4][CH2:3]1. (3) Given the reactants F[C:2](F)(F)[C:3]([OH:5])=O.C(OC([N:15]1[C:23]2[CH:22]=[CH:21][N:20]=[CH:19][C:18]=2[CH:17]=[C:16]1[CH2:24][N:25]1[C:30](=[O:31])[CH2:29][N:28]([S:32]([CH:35]=[CH:36][C:37]2[S:38][C:39]([Cl:42])=[CH:40][CH:41]=2)(=[O:34])=[O:33])C[CH:26]1CO)=O)(C)(C)C, predict the reaction product. The product is: [Cl:42][C:39]1[S:38][C:37]([CH:36]=[CH:35][S:32]([N:28]2[CH:2]([CH2:3][OH:5])[CH2:26][N:25]([CH2:24][C:16]3[NH:15][C:23]4[CH:22]=[CH:21][N:20]=[CH:19][C:18]=4[CH:17]=3)[C:30](=[O:31])[CH2:29]2)(=[O:34])=[O:33])=[CH:41][CH:40]=1. (4) Given the reactants [SH:1][C:2]1[CH:9]=[CH:8][CH:7]=[CH:6][C:3]=1[C:4]#N.[C:10]1(=O)O[C:14](=[O:15])[C:13]2=CC=CC=[C:12]2[CH2:11]1.[CH2:22](N(CC)CC)C.[C:29](#[N:31])[CH3:30], predict the reaction product. The product is: [S:1]1[C:2]2=[C:9]3[C:29](=[N:31][C:14](=[O:15])[C:13]2=[CH:12][CH:11]=[CH:10]1)[C:30]1[C:7](=[CH:6][CH:3]=[CH:4][CH:22]=1)[CH2:8]3.